From a dataset of Experimentally validated miRNA-target interactions with 360,000+ pairs, plus equal number of negative samples. Binary Classification. Given a miRNA mature sequence and a target amino acid sequence, predict their likelihood of interaction. (1) The miRNA is hsa-miR-5003-3p with sequence UACUUUUCUAGGUUGUUGGGG. The protein sequence of the target gene is MAEAVLIDLFGLKLNSQKNCHQTLLKTLNAVQYHHAAKAKFLCIMCCSNISYERDGEQDNCEIETSNGLSALLEEFEIVSCPSMAATLYTIKQKIDEKNLSSIKVIVPRHRKTLMKAFIDQLFTDVYNFEFEDLQVTFRGGLFKQSIEINVITAQELRGIQNEIETFLRSLPALRGKLTIITSSLIPDIFIHGFTTRTGGISYIPTLSSFNLFSSSKRRDPKVVVQENLRRLANAAGFNVEKFYRIKTHHSNDIWIMGRKEPDSYDGITTNQRGVTIAALGADCIPIVFADPVKKACGVA.... Result: 1 (interaction). (2) The miRNA is hsa-miR-200a-5p with sequence CAUCUUACCGGACAGUGCUGGA. The protein sequence of the target gene is MRSRSNSGVRLDGYARLVQQTILCYQNPVTGLLSASHEQKDAWVRDNIYSILAVWGLGMAYRKNADRDEDKAKAYELEQNVVKLMRGLLQCMMRQVAKVEKFKHTQSTKDSLHAKYNTATCGTVVGDDQWGHLQVDATSLFLLFLAQMTASGLRIIFTLDEVAFIQNLVFYIEAAYKVADYGMWERGDKTNQGIPELNASSVGMAKAALEAIDELDLFGAHGGRKSVIHVLPDEVEHCQSILFSMLPRASTSKEIDAGLLSIISFPAFAVEDVNLVNVTKNEIISKLQGRYGCCRFLRDG.... Result: 0 (no interaction). (3) The miRNA is dme-miR-310-3p with sequence UAUUGCACACUUCCCGGCCUUU. The protein sequence of the target gene is MVAKDYPFYLTVKRANCSLEAPLGSGVAKDEEPSNKRVKPLSRVTSLANLIPPVKTTPLKRFSQTLQRSISFRSESRPDILAPRAWSRNATSSSTKRRDSKLWSETFDVCVNQVLTAKEIKRQEAIFELSQGEEDLIEDLKLAKKAYHDPMLKLSIMTEQELNQIFGTLDSLIPLHEELLSQLRDVRKPDGSTEHVGPILVGWLPCLSSYDSYCSNQVAAKALLDHKKQDHRVQDFLQRCLESPFSRKLDLWNFLDIPRSRLVKYPLLLREILRHTPNDNPDQQHLEEAINIIQGIVAEI.... Result: 0 (no interaction). (4) The miRNA is hsa-miR-181b-3p with sequence CUCACUGAACAAUGAAUGCAA. The protein sequence of the target gene is MNSSDEEKQLQLITSLKEQAIGEYEDLRAENQKTKEKCDKIRQERDEAVKKLEEFQKISHMVIEEVNFMQNHLEIEKTCRESAEALATKLNKENKTLKRISMLYMAKLGPDVITEEINIDDDDPATDTDAAAETCVSVQCQKQIKELRDQIVSVQEEKKVLAIELENLKSKLGEVMEEVNKVKQEKAVLNSEVLEQRKVLEKCNRVSMLAVEEYEELQVNLELEKDLRKKAESFAQEMFIEQNKLKRQSHLLLQSSLPDQQLLKALDENAKLIQQLEEERIQHQKKVKELEERLENEALH.... Result: 0 (no interaction). (5) The miRNA is mmu-miR-342-5p with sequence AGGGGUGCUAUCUGUGAUUGAG. The protein sequence of the target gene is MGDRRFIDFQFQDLNSSLRPRLGNATANNTCIVDDSFKYNLNGAVYSVVFILGLITNSASLFVFCFRMKMRSETAIFITNLALSDLLFVCTLPFKIFYNFNRHWPFGDTLCKISGTAFLTNIYGSMLFLTCISVDRFLAIVYPFRSRTIRTRRNSAIVCAGVWILVLSGGISASLFSTTNVNNATTTCFEGFSKRVWKTYLSKITIFIEVVGFIIPLILNVSCSSVVLRTLRKPATLSQIGTNKKKVLKMITVHMAVFVVCFVPYNSVLFLYALVRSQAITNCLLERFAKIMYPITLCLA.... Result: 0 (no interaction). (6) The miRNA is mmu-miR-1900 with sequence GGCCGCCCUCUCUGGUCCUUCA. The protein sequence of the target gene is MEFSWGSGQESRRLLLLLLLLAAWEAGNGQLHYSVSEEAKHGTFVGRIAQDLGLELAELVPRLFRVASKGRGGLLEVNLQNGILFVNSRIDREELCRRSAECSIHLEVIVDRPLQVFHVDVEVRDINDNPPVFPATQKNLSIAESRPLDSRFPLEGASDADIGENALLTYRLSPNEYFSLEKPPDDELVKGLGLILRKSLDREEAPEIFLVLTATDGGKPELTGTVQLLITVLDANDNAPAFDRTIYKVRLLENVPNGTLVIKLNASDLDEGLNGDIVYSFSNDISPNVKSKFHIDPITG.... Result: 0 (no interaction). (7) The miRNA is mmu-miR-590-5p with sequence GAGCUUAUUCAUAAAAGUGCAG. The protein sequence of the target gene is MELRARGWWLLCAAAALVACARGDPASKSRSCGEVRQIYGAKGFSLSDVPQAEISGEHLRICPQGYTCCTSEMEENLANRSHAELETALRDSSRVLQAMLATQLRSFDDHFQHLLNDSERTLQATFPGAFGELYTQNARAFRDLYSELRLYYRGANLHLEETLAEFWARLLERLFKQLHPQLLLPDDYLDCLGKQAEALRPFGEAPRELRLRATRAFVAARSFVQGLGVASDVVRKVAQVPLGPECSRAVMKLVYCAHCLGVPGARPCPDYCRNVLKGCLANQADLDAEWRNLLDSMVLI.... Result: 0 (no interaction). (8) The miRNA is mmu-miR-3091-5p with sequence CAUGGGUCUGGUUGGGCCCGC. The protein sequence of the target gene is MGSILSRRIAGVEDIDIQANSAYRYPPKSGNYFASHFFMGGEKFDTPHPEGYLFGENMDLNFLGSRPVQFPYVTPAPHEPVKTLRSLVNIRKDSLRLVRYKEDADSPTEDGEKPRVLYSLEFTFDADARVAITIYCQAVEELVNGVAVYSCKNPSLQSETVHYKRGVSQQFSLPSFKIDFSEWKDDELNFDLDRGVFPVVIQAVVDEGDVVEVTGHAHVLLAAFEKHVDGSFSVKPLKQKQIVDRVSYLLQEIYGIENKNNQETKPSDDENSDNSSECVVCLSDLRDTLILPCRHLCLCT.... Result: 0 (no interaction).